This data is from Full USPTO retrosynthesis dataset with 1.9M reactions from patents (1976-2016). The task is: Predict the reactants needed to synthesize the given product. (1) Given the product [C@@H:1]1([O:12][C:13]2[C:17]([CH2:18][C:19]3[S:25][CH:22]=[C:23]([CH3:28])[CH:24]=3)=[C:16]([CH3:27])[N:15]([CH2:35][CH2:36][CH2:37][OH:38])[N:14]=2)[O:9][C@H:8]([CH2:10][OH:11])[C@@H:6]([OH:7])[C@H:4]([OH:5])[C@H:2]1[OH:39], predict the reactants needed to synthesize it. The reactants are: [C@@H:1]1([O:12][C:13]2[C:17]([CH2:18][C:19]3[CH:24]=[CH:23][C:22]([S:25]C)=CC=3)=[C:16]([CH3:27])[NH:15][N:14]=2)[O:9][C@H:8]([CH2:10][OH:11])[C@@H:6]([OH:7])[C@H:4]([OH:5])[C@H:2]1O.[C:28](=O)([O-])[O-].[Cs+].[Cs+].Br[CH2:35][CH2:36][CH2:37][OH:38].[OH2:39]. (2) Given the product [P:1]([OH:39])([OH:44])([O:3][CH2:4][C@@H:5]([NH:14][C:15](=[O:38])[C:16]1[CH:21]=[CH:20][C:19]([C:22]2[C:27]([NH2:28])=[N:26][CH:25]=[C:24]([C@H:29]3[CH2:34][CH2:33][C@H:32]([OH:35])[C@@H:31]([F:36])[CH2:30]3)[N:23]=2)=[CH:18][C:17]=1[F:37])[C:6]1[CH:11]=[C:10]([I:12])[CH:9]=[C:8]([F:13])[CH:7]=1)=[O:2], predict the reactants needed to synthesize it. The reactants are: [P:1]([O:44]C(C)(C)C)([O:39]C(C)(C)C)([O:3][CH2:4][C@@H:5]([NH:14][C:15](=[O:38])[C:16]1[CH:21]=[CH:20][C:19]([C:22]2[C:27]([NH2:28])=[N:26][CH:25]=[C:24]([C@H:29]3[CH2:34][CH2:33][C@H:32]([OH:35])[C@@H:31]([F:36])[CH2:30]3)[N:23]=2)=[CH:18][C:17]=1[F:37])[C:6]1[CH:11]=[C:10]([I:12])[CH:9]=[C:8]([F:13])[CH:7]=1)=[O:2].Cl.O1CCOCC1. (3) Given the product [F:36][C:14]([F:13])([F:35])[O:15][C:16]1[CH:17]=[C:18]([S:22][C:3]2[C:4]3=[N:5][CH:6]=[CH:7][CH:8]=[C:9]3[NH:1][C:2]=2[C:10]([NH2:12])=[O:11])[CH:19]=[CH:20][CH:21]=1, predict the reactants needed to synthesize it. The reactants are: [NH:1]1[C:9]2[C:4](=[N:5][CH:6]=[CH:7][CH:8]=2)[CH:3]=[C:2]1[C:10]([NH2:12])=[O:11].[F:13][C:14]([F:36])([F:35])[O:15][C:16]1[CH:17]=[C:18]([S:22][S:22][C:18]2[CH:19]=[CH:20][CH:21]=[C:16]([O:15][C:14]([F:13])([F:35])[F:36])[CH:17]=2)[CH:19]=[CH:20][CH:21]=1. (4) The reactants are: [Cl:1][C:2]1[CH:29]=[CH:28][C:5]2[S:6][C:7]([S:10]([NH:13][C:14]3[CH:23]=[CH:22][C:17]([C:18](OC)=[O:19])=[CH:16][C:15]=3[S:24]([CH3:27])(=[O:26])=[O:25])(=[O:12])=[O:11])=[C:8]([CH3:9])[C:4]=2[CH:3]=1.[H-].C([Al+]CC(C)C)C(C)C. Given the product [Cl:1][C:2]1[CH:29]=[CH:28][C:5]2[S:6][C:7]([S:10]([NH:13][C:14]3[CH:23]=[CH:22][C:17]([CH2:18][OH:19])=[CH:16][C:15]=3[S:24]([CH3:27])(=[O:26])=[O:25])(=[O:12])=[O:11])=[C:8]([CH3:9])[C:4]=2[CH:3]=1, predict the reactants needed to synthesize it. (5) The reactants are: [OH:1][CH2:2][C:3]1[CH:4]=[C:5]([CH:16]=[CH:17][CH:18]=1)[CH2:6][CH:7]([C:12]([O:14][CH3:15])=[O:13])[C:8]([O:10][CH3:11])=[O:9].[Cl:19][C:20]1[CH:25]=[C:24]([Cl:26])[CH:23]=[CH:22][C:21]=1[N:27]=[C:28]=[O:29]. Given the product [Cl:19][C:20]1[CH:25]=[C:24]([Cl:26])[CH:23]=[CH:22][C:21]=1[NH:27][C:28]([O:1][CH2:2][C:3]1[CH:4]=[C:5]([CH:16]=[CH:17][CH:18]=1)[CH2:6][CH:7]([C:8]([O:10][CH3:11])=[O:9])[C:12]([O:14][CH3:15])=[O:13])=[O:29], predict the reactants needed to synthesize it. (6) The reactants are: [C:1]([O:5][C:6]([N:8]1[CH2:12][C@@H:11]([CH:13]=O)[C@H:10]([CH2:15][N:16]([CH:33]2[CH2:35][CH2:34]2)[C:17](=[O:32])[C:18]2[CH:23]=[CH:22][C:21]([O:24][CH3:25])=[C:20]([O:26][CH2:27][CH2:28][CH2:29][O:30][CH3:31])[CH:19]=2)[CH2:9]1)=[O:7])([CH3:4])([CH3:3])[CH3:2].[CH:36]1([NH2:39])[CH2:38][CH2:37]1. Given the product [C:1]([O:5][C:6]([N:8]1[CH2:9][C@@H:10]([CH2:15][N:16]([CH:33]2[CH2:35][CH2:34]2)[C:17](=[O:32])[C:18]2[CH:23]=[CH:22][C:21]([O:24][CH3:25])=[C:20]([O:26][CH2:27][CH2:28][CH2:29][O:30][CH3:31])[CH:19]=2)[C@H:11]([CH2:13][NH:39][CH:36]2[CH2:38][CH2:37]2)[CH2:12]1)=[O:7])([CH3:3])([CH3:4])[CH3:2], predict the reactants needed to synthesize it. (7) The reactants are: [CH2:1]=C1CCC2(OCCO2)CC1.O=[C:13]1[CH2:18][CH2:17][CH:16]([C:19]([O:21][CH2:22][CH3:23])=[O:20])[CH2:15][CH2:14]1.O1C2(CCC(=O)CC2)OCC1. Given the product [CH2:1]=[C:13]1[CH2:18][CH2:17][CH:16]([C:19]([O:21][CH2:22][CH3:23])=[O:20])[CH2:15][CH2:14]1, predict the reactants needed to synthesize it.